Dataset: Forward reaction prediction with 1.9M reactions from USPTO patents (1976-2016). Task: Predict the product of the given reaction. (1) Given the reactants [Br:1][C:2]1[CH:9]=[CH:8][C:7]([F:10])=[CH:6][C:3]=1[CH:4]=[O:5].[BH4-].[Na+], predict the reaction product. The product is: [Br:1][C:2]1[CH:9]=[CH:8][C:7]([F:10])=[CH:6][C:3]=1[CH2:4][OH:5]. (2) Given the reactants [CH2:1]([O:3][CH2:4][CH2:5][NH:6][CH2:7][C:8]1[S:12][C:11](B(O)O)=[CH:10][CH:9]=1)[CH3:2].Br[C:17]1[CH:18]=[C:19]2[C:23](=[C:24]([C:26]([NH2:28])=[O:27])[CH:25]=1)[NH:22][CH:21]=[C:20]2[CH:29]1[CH2:34][CH2:33][N:32]([S:35]([CH2:38][CH3:39])(=[O:37])=[O:36])[CH2:31][CH2:30]1.C([O-])([O-])=O.[K+].[K+], predict the reaction product. The product is: [CH2:1]([O:3][CH2:4][CH2:5][NH:6][CH2:7][C:8]1[S:12][C:11]([C:17]2[CH:18]=[C:19]3[C:23](=[C:24]([C:26]([NH2:28])=[O:27])[CH:25]=2)[NH:22][CH:21]=[C:20]3[CH:29]2[CH2:30][CH2:31][N:32]([S:35]([CH2:38][CH3:39])(=[O:36])=[O:37])[CH2:33][CH2:34]2)=[CH:10][CH:9]=1)[CH3:2]. (3) The product is: [CH:1]1([NH:4][C:5](=[O:23])[C:6]2[CH:11]=[CH:10][C:9]([CH3:12])=[C:8]([NH:13][C:14](=[O:22])[C:15]3[CH:16]=[CH:17][C:18]([O:21][CH2:37][C:34]4[CH:33]=[CH:32][C:31]([O:30][CH2:29][CH:25]5[O:26][CH2:27][CH2:28][O:24]5)=[CH:36][N:35]=4)=[CH:19][CH:20]=3)[CH:7]=2)[CH2:2][CH2:3]1. Given the reactants [CH:1]1([NH:4][C:5](=[O:23])[C:6]2[CH:11]=[CH:10][C:9]([CH3:12])=[C:8]([NH:13][C:14](=[O:22])[C:15]3[CH:20]=[CH:19][C:18]([OH:21])=[CH:17][CH:16]=3)[CH:7]=2)[CH2:3][CH2:2]1.[O:24]1[CH2:28][CH2:27][O:26][CH:25]1[CH2:29][O:30][C:31]1[CH:32]=[CH:33][C:34]([CH2:37]O)=[N:35][CH:36]=1.C1(P(C2C=CC=CC=2)C2C=CC=CC=2)C=CC=CC=1.N(C(OC(C)(C)C)=O)=NC(OC(C)(C)C)=O, predict the reaction product. (4) Given the reactants [CH3:1][O:2][C:3](=[O:21])[CH2:4][N:5]1[C:9](=[O:10])[N:8](CC=C)[C:7]([C:14]2[CH:19]=[CH:18][C:17]([Cl:20])=[CH:16][CH:15]=2)=[N:6]1.C(O)=O.C(N(CC)CC)C, predict the reaction product. The product is: [CH3:1][O:2][C:3](=[O:21])[CH2:4][N:5]1[C:9](=[O:10])[NH:8][C:7]([C:14]2[CH:19]=[CH:18][C:17]([Cl:20])=[CH:16][CH:15]=2)=[N:6]1.